From a dataset of Forward reaction prediction with 1.9M reactions from USPTO patents (1976-2016). Predict the product of the given reaction. (1) Given the reactants [Br:1][C:2]1[N:7]=[C:6]([C@:8]([NH:15][S@@:16]([C:18]([CH3:21])([CH3:20])[CH3:19])=[O:17])([CH2:12][CH2:13][OH:14])[CH:9]([F:11])[F:10])[C:5]([F:22])=[CH:4][CH:3]=1.BrC1N=C([C@@](N[S@@](C(C)(C)C)=O)(CCO)C(F)F)C(F)=CC=1.CC(OI1(OC(C)=O)(OC(C)=O)OC(=O)C2C=CC=CC1=2)=O.BrC1N=C([C@](N[S@@](C(C)(C)C)=O)(CC=O)C(F)F)C(F)=CC=1, predict the reaction product. The product is: [Br:1][C:2]1[N:7]=[C:6]([C@@:8]([NH:15][S@@:16]([C:18]([CH3:20])([CH3:19])[CH3:21])=[O:17])([CH2:12][CH:13]=[O:14])[CH:9]([F:11])[F:10])[C:5]([F:22])=[CH:4][CH:3]=1. (2) Given the reactants [C:1]([C:4]1[C:22](=[O:23])[C@@:8]2([CH3:24])[C:9]3[C:15]([OH:16])=[CH:14][C:13]([O:17][CH3:18])=[C:12]([C:19]([NH2:21])=[O:20])[C:10]=3[O:11][C:7]2=[CH:6][C:5]=1[OH:25])(=[O:3])[CH3:2].[CH2:26]([C:30]1[C:31]([CH3:40])=[C:32]([C:35]([CH3:39])=[C:36](C)[CH:37]=1)[CH:33]=O)[CH2:27][CH2:28][CH3:29].[CH2:41]([SiH](CC)CC)C.FC(F)(F)C(O)=O, predict the reaction product. The product is: [C:1]([C:4]1[C:22](=[O:23])[C@@:8]2([CH3:24])[C:9]3[C:15]([OH:16])=[CH:14][C:13]([O:17][CH3:18])=[C:12]([C:19]([NH:21][CH2:40][CH:31]4[C:32]([CH3:33])=[C:35]([CH3:39])[CH:36]=[CH:37][C:30]4([CH2:26][CH2:27][CH2:28][CH3:29])[CH3:41])=[O:20])[C:10]=3[O:11][C:7]2=[CH:6][C:5]=1[OH:25])(=[O:3])[CH3:2].